Regression. Given two drug SMILES strings and cell line genomic features, predict the synergy score measuring deviation from expected non-interaction effect. From a dataset of NCI-60 drug combinations with 297,098 pairs across 59 cell lines. (1) Drug 1: CC1=C(C=C(C=C1)NC(=O)C2=CC=C(C=C2)CN3CCN(CC3)C)NC4=NC=CC(=N4)C5=CN=CC=C5. Drug 2: CC(C)NC(=O)C1=CC=C(C=C1)CNNC.Cl. Cell line: A549. Synergy scores: CSS=-2.79, Synergy_ZIP=2.26, Synergy_Bliss=1.24, Synergy_Loewe=-1.73, Synergy_HSA=-1.88. (2) Drug 1: C1=NC2=C(N1)C(=S)N=C(N2)N. Drug 2: CN(CCCl)CCCl.Cl. Cell line: SN12C. Synergy scores: CSS=25.9, Synergy_ZIP=-12.3, Synergy_Bliss=-7.22, Synergy_Loewe=-7.41, Synergy_HSA=-5.28.